Dataset: Drug-target binding data from BindingDB using Ki measurements. Task: Regression. Given a target protein amino acid sequence and a drug SMILES string, predict the binding affinity score between them. We predict pKi (pKi = -log10(Ki in M); higher means stronger inhibition). Dataset: bindingdb_ki. (1) The small molecule is NCCCC(=O)O. The target protein sequence is MDTMTMETLLLSSTLLLLPFNKHGGAKLAGWLVNDLPRRRIMKPPSRFEVHIRFCCLKPENAETTFKVDGRRFNMSTKTLKLYRDTTYRIGVTSSPPMEFEEAEINGENLISHLEPDGGIEADWSTAGFSKTKSRSRCNIRLMLRGVFGSVTQDLQCKFYDISDPHAQWGDKFRQMVLVCSTYDDCMINVVEVELK. The pKi is 6.0. (2) The compound is Cc1ccc(C(=O)N[C@@H](CCCCNC(=O)c2cccc(OCC(=O)O)c2)C(=O)N[C@@H](Cc2cccc(Cl)c2)C(N)=O)c([N+](=O)[O-])c1O. The target protein (P28305) has sequence MFLINGHKQESLAVSDRATQFGDGCFTTARVIDGKVSLLSAHIQRLQDACQRLMISCDFWPQLEQEMKTLAAEQQNGVLKVVISRGSGGRGYSTLNSGPATRILSVTAYPAHYDRLRNEGITLALSPVRLGRNPHLAGIKHLNRLEQVLIRSHLEQTNADEALVLDSEGWVTECCAANLFWRKGNVVYTPRLDQAGVNGIMRQFCIRLLAQSSYQLVEVQASLEESLQADEMVICNALMPVMPVCACGDVSFSSATLYEYLAPLCERPN. The pKi is 3.1. (3) The compound is Nc1ncnc2c1ncn2C1O[C@H](COP(=O)([O-])OCC(COP(=O)([O-])[O-])(COP(=O)([O-])[O-])COP(=O)([O-])OCC2O[C@@H](n3cnc4c(N)ncnc43)[C@H](O)[C@@H]2O)[C@@H](O)[C@H]1O. The target protein (P49789) has sequence MSFRFGQHLIKPSVVFLKTELSFALVNRKPVVPGHVLVCPLRPVERFHDLRPDEVADLFQTTQRVGTVVEKHFHGTSLTFSMQDGPEAGQTVKHVHVHVLPRKAGDFHRNDSIYEELQKHDKEDFPASWRSEEEMAAEAAALRVYFQ. The pKi is 6.0. (4) The drug is COc1cc2c(cc1OC)C1=NO[C@@H](CN3CCN(C/C=C/c4ccccc4)CC3)[C@@H]1CN2. The target protein (P18825) has sequence MASPALAAALAVAAAAGPNASGAGERGSGGVANASGASWGPPRGQYSAGAVAGLAAVVGFLIVFTVVGNVLVVIAVLTSRALRAPQNLFLVSLASADILVATLVMPFSLANELMAYWYFGQVWCGVYLALDVLFCTSSIVHLCAISLDRYWSVTQAVEYNLKRTPRRVKATIVAVWLISAVISFPPLVSLYRQPDGAAYPQCGLNDETWYILSSCIGSFFAPCLIMGLVYARIYRVAKLRTRTLSEKRAPVGPDGASPTTENGLGAAAGAGENGHCAPPPADVEPDESSAAAERRRRRGALRRGGRRRAGAEGGAGGADGQGAGPGAAESGALTASRSPGPGGRLSRASSRSVEFFLSRRRRARSSVCRRKVAQAREKRFTFVLAVVMGVFVLCWFPFFFSYSLYGICREACQVPGPLFKFFFWIGYCNSSLNPVIYTVFNQDFRRSFKHILFRRRRRGFRQ. The pKi is 8.3. (5) The drug is Cc1ccccc1C(=NOCCN1CCC=C(C(=O)O)C1)c1ccccc1C. The target protein (P23978) has sequence MATDNSKVADGQISTEVSEAPVASDKPKTLVVKVQKKAGDLPDRDTWKGRFDFLMSCVGYAIGLGNVWRFPYLCGKNGGGAFLIPYFLTLIFAGVPLFLLECSLGQYTSIGGLGVWKLAPMFKGVGLAAAVLSFWLNIYYIVIISWAIYYLYNSFTTTLPWKQCDNPWNTDRCFSNYSLVNTTNMTSAVVEFWERNMHQMTDGLDKPGQIRWPLAITLAIAWVLVYFCIWKGVGWTGKVVYFSATYPYIMLIILFFRGVTLPGAKEGILFYITPNFRKLSDSEVWLDAATQIFFSYGLGLGSLIALGSYNSFHNNVYRDSIIVCCINSCTSMFAGFVIFSIVGFMAHVTKRSIADVAASGPGLAFLAYPEAVTQLPISPLWAILFFSMLLMLGIDSQFCTVEGFITALVDEYPRLLRNRRELFIAAVCIVSYLIGLSNITQGGIYVFKLFDYYSASGMSLLFLVFFECVSISWFYGVNRFYDNIQEMVGSRPCIWWKLCW.... The pKi is 7.3. (6) The pKi is 7.8. The target protein (P30936) has sequence MAAVTYPSSVPTTLDPGNASSAWPLDTSLGNASAGTSLAGLAVSGILISLVYLVVCVVGLLGNSLVIYVVLRHTSSPSVTSVYILNLALADELFMLGLPFLAAQNALSYWPFGSLMCRLVMAVDGINQFTSIFCLTVMSVDRYLAVVHPTRSARWRTAPVARMVSAAVWVASAVVVLPVVVFSGVPRGMSTCHMQWPEPAAAWRTAFIIYTAALGFFGPLLVICLCYLLIVVKVRSTTRRVRAPSCQWVQAPACQRRRRSERRVTRMVVAVVALFVLCWMPFYLLNIVNVVCPLPEEPAFFGLYFLVVALPYANSCANPILYGFLSYRFKQGFRRILLRPSRRVRSQEPGSGPPEKTEEEEDEEEEERREEEERRMQRGQEMNGRLSQIAQPGPSGQQQRPCTGTAKEQQLLPQEATAGDKASTLSHL. The drug is CC(O)[C@H](CO)NC(=O)[C@@H]1CSSCC(NC(=O)C(N)Cc2ccccc2)C(=O)N[C@H](Cc2ccccc2)C(=O)N[C@H](Cc2c[nH]c3ccccc23)C(=O)N[C@H](CCCCN)C(=O)N[C@H](C(C)O)C(=O)N1. (7) The target protein sequence is RATPYSLQETLTLVCLAGLLMLFTVFGNVLVIIAVFTSRALKAPQNLFLVSLASADILVATLVIPFSLANEVMGYWYFGKVWCEIYLALDVLFCTSSIVHLCAI. The pKi is 5.0. The compound is c1cncc(OC[C@@H]2CCN2)c1. (8) The small molecule is CCOC(=O)C(C#N)C1c2ccccc2OC(=N)C1C(=O)OCC. The target protein (Q92843) has sequence MATPASAPDTRALVADFVGYKLRQKGYVCGAGPGEGPAADPLHQAMRAAGDEFETRFRRTFSDLAAQLHVTPGSAQQRFTQVSDELFQGGPNWGRLVAFFVFGAALCAESVNKEMEPLVGQVQEWMVAYLETQLADWIHSSGGWAEFTALYGDGALEEARRLREGNWASVRTVLTGAVALGALVTVGAFFASK. The pKi is 3.2. (9) The target protein (O24164) has sequence MAPSAGEDKHSSAKRVAVIGAGVSGLAAAYKLKIHGLNVTVFEAEGKAGGKLRSVSQDGLIWDEGANTMTESEGDVTFLIDSLGLREKQQFPLSQNKRYIARNGTPVLLPSNPIDLIKSNFLSTGSKLQMLLEPILWKNKKLSQVSDSHESVSGFFQRHFGKEVVDYLIDPFVAGTCGGDPDSLSMHHSFPELWNLEKRFGSVILGAIRSKLSPKNEKKQGPPKTSANKKRQRGSFSFLGGMQTLTDAICKDLREDELRLNSRVLELSCSCTEDSAIDSWSIISASPHKRQSEEESFDAVIMTAPLCDVKSMKIAKRGNPFLLNFIPEVDYVPLSVVITTFKRENVKYPLEGFGVLVPSKEQQHGLKTLGTLFSSMMFPDRAPNNVYLYTTFVGGSRNRELAKASRTELKEIVTSDLKQLLGAEGEPTYVNHLYWSKAFPLYGHNYDSVLDAIDKMEKNLPGLFYAGNHRGGLSVGKALSSGCNAADLVISYLESVSTDS.... The drug is O=C(O)c1cc(Oc2ccc(C(F)(F)F)cc2Cl)ccc1[N+](=O)[O-]. The pKi is 7.2.